This data is from Forward reaction prediction with 1.9M reactions from USPTO patents (1976-2016). The task is: Predict the product of the given reaction. (1) The product is: [C:1]1([C:22]2[CH:25]=[CH:26][C:19]([O:18][CH3:17])=[CH:20][CH:21]=2)[CH:6]=[CH:5][CH:4]=[CH:3][CH:2]=1. Given the reactants [C:1]1([Mg]Cl)[CH:6]=[CH:5][CH:4]=[CH:3][CH:2]=1.[Cl-].C1([Zn+])C=CC=CC=1.[CH3:17][O:18][C:19]1[CH:26]=[CH:25][C:22](C#N)=[CH:21][CH:20]=1.CCCCCCCCCCCCC, predict the reaction product. (2) Given the reactants [C:1]1([C:11]([O:13][C:14]([CH3:17])([CH3:16])[CH3:15])=[O:12])[CH:6]=[CH:5][CH:4]=[C:3]([C:7]([O:9]C)=[O:8])[CH:2]=1.[OH-].[Li+], predict the reaction product. The product is: [CH3:17][C:14]([O:13][C:11]([C:1]1[CH:2]=[C:3]([CH:4]=[CH:5][CH:6]=1)[C:7]([OH:9])=[O:8])=[O:12])([CH3:15])[CH3:16]. (3) Given the reactants [H-].[H-].[H-].[H-].[Li+].[Al+3].[Cl:7][C:8]1[CH:9]=[CH:10][C:11]([CH2:16][N:17]2[CH2:20][C:19]([F:22])([F:21])[CH2:18]2)=[C:12]([CH:15]=1)[C:13]#[N:14].O.[OH-].[Na+], predict the reaction product. The product is: [Cl:7][C:8]1[CH:9]=[CH:10][C:11]([CH2:16][N:17]2[CH2:18][C:19]([F:22])([F:21])[CH2:20]2)=[C:12]([CH:15]=1)[CH2:13][NH2:14]. (4) Given the reactants [CH2:1]([C:3]([C:22]1[CH:27]=[CH:26][C:25](/[CH:28]=[CH:29]/[C:30]2([OH:36])[CH2:35][CH2:34][CH2:33][CH2:32][CH2:31]2)=[C:24]([CH3:37])[CH:23]=1)([C:6]1[CH:11]=[CH:10][C:9](B2OC(C)(C)C(C)(C)O2)=[C:8]([CH3:21])[CH:7]=1)[CH2:4][CH3:5])[CH3:2].C[O:39][C:40](=[O:49])[CH2:41][C:42]1[CH:47]=[CH:46][C:45]([Cl:48])=[CH:44][CH:43]=1, predict the reaction product. The product is: [Cl:48][C:45]1[CH:44]=[CH:43][C:42]([CH2:41][C:40]([OH:39])=[O:49])=[C:47]([C:9]2[CH:10]=[CH:11][C:6]([C:3]([CH2:4][CH3:5])([C:22]3[CH:27]=[CH:26][C:25](/[CH:28]=[CH:29]/[C:30]4([OH:36])[CH2:35][CH2:34][CH2:33][CH2:32][CH2:31]4)=[C:24]([CH3:37])[CH:23]=3)[CH2:1][CH3:2])=[CH:7][C:8]=2[CH3:21])[CH:46]=1. (5) Given the reactants [C:1]([C:6]1[C:7]2[N:8]([CH:12]=[CH:13][N:14]=2)[CH:9]=[CH:10][CH:11]=1)([O:3][CH2:4][CH3:5])=[O:2].[C:15]([O-])(=[O:17])C.[Na+].C=O.C(=O)([O-])[O-].[K+].[K+], predict the reaction product. The product is: [NH3:8].[OH:17][CH2:15][C:12]1[N:8]2[CH:9]=[CH:10][CH:11]=[C:6]([C:1]([O:3][CH2:4][CH3:5])=[O:2])[C:7]2=[N:14][CH:13]=1. (6) Given the reactants [OH:1][C:2]1[CH:3]=[C:4]([CH:8]2[CH2:13][N:12]3[N:14]=[C:15]([C:20]4[CH:25]=[CH:24][C:23]([O:26][C:27]5[CH:32]=[CH:31][CH:30]=[CH:29][CH:28]=5)=[CH:22][CH:21]=4)[C:16]([C:17]([NH2:19])=[O:18])=[C:11]3[NH:10][CH2:9]2)[CH:5]=[CH:6][CH:7]=1.Cl.Cl[CH2:35][CH2:36][N:37]([CH3:39])[CH3:38], predict the reaction product. The product is: [CH3:38][N:37]([CH3:39])[CH2:36][CH2:35][O:1][C:2]1[CH:3]=[C:4]([CH:8]2[CH2:13][N:12]3[N:14]=[C:15]([C:20]4[CH:25]=[CH:24][C:23]([O:26][C:27]5[CH:28]=[CH:29][CH:30]=[CH:31][CH:32]=5)=[CH:22][CH:21]=4)[C:16]([C:17]([NH2:19])=[O:18])=[C:11]3[NH:10][CH2:9]2)[CH:5]=[CH:6][CH:7]=1. (7) The product is: [OH:6][C@H:5]([CH2:4][OH:3])[CH2:7][O:8][C:9]1[CH:10]=[C:11]([CH3:41])[C:12]([C:16]2[CH:21]=[CH:20][CH:19]=[C:18]([CH2:22][NH:23][C:24]3[CH:25]=[C:26]4[C:30](=[CH:31][CH:32]=3)[CH:29]([CH2:33][C:34]([O-:36])=[O:35])[C:28]3([CH2:39][CH2:38]3)[CH2:27]4)[C:17]=2[CH3:40])=[C:13]([CH3:15])[CH:14]=1.[Na+:45]. Given the reactants CC1(C)[O:6][C@@H:5]([CH2:7][O:8][C:9]2[CH:14]=[C:13]([CH3:15])[C:12]([C:16]3[CH:21]=[CH:20][CH:19]=[C:18]([CH2:22][NH:23][C:24]4[CH:25]=[C:26]5[C:30](=[CH:31][CH:32]=4)[CH:29]([CH2:33][C:34]([O:36]C)=[O:35])[C:28]4([CH2:39][CH2:38]4)[CH2:27]5)[C:17]=3[CH3:40])=[C:11]([CH3:41])[CH:10]=2)[CH2:4][O:3]1.Cl.[OH-].[Na+:45].C(O)(=O)CC(CC(O)=O)(C(O)=O)O, predict the reaction product. (8) Given the reactants [O:1]1[CH2:4][CH:3]([OH:5])[CH2:2]1.N1C=CC=CC=1.[F:12][C:13]([F:26])([F:25])[S:14](O[S:14]([C:13]([F:26])([F:25])[F:12])(=[O:16])=[O:15])(=[O:16])=[O:15], predict the reaction product. The product is: [O:1]1[CH2:4][CH:3]([O:5][S:14]([C:13]([F:26])([F:25])[F:12])(=[O:16])=[O:15])[CH2:2]1.